This data is from NCI-60 drug combinations with 297,098 pairs across 59 cell lines. The task is: Regression. Given two drug SMILES strings and cell line genomic features, predict the synergy score measuring deviation from expected non-interaction effect. Drug 1: COC1=CC(=CC(=C1O)OC)C2C3C(COC3=O)C(C4=CC5=C(C=C24)OCO5)OC6C(C(C7C(O6)COC(O7)C8=CC=CS8)O)O. Drug 2: C1=C(C(=O)NC(=O)N1)F. Cell line: CAKI-1. Synergy scores: CSS=52.8, Synergy_ZIP=5.10, Synergy_Bliss=3.93, Synergy_Loewe=-0.0160, Synergy_HSA=12.0.